From a dataset of Full USPTO retrosynthesis dataset with 1.9M reactions from patents (1976-2016). Predict the reactants needed to synthesize the given product. (1) Given the product [C:12]([O:16][C:17]([NH:1][CH2:2][C@H:3]1[CH2:4][CH2:5][C@H:6]([C:9]([OH:11])=[O:10])[CH2:7][CH2:8]1)=[O:18])([CH3:15])([CH3:14])[CH3:13], predict the reactants needed to synthesize it. The reactants are: [NH2:1][CH2:2][C@H:3]1[CH2:8][CH2:7][C@H:6]([C:9]([OH:11])=[O:10])[CH2:5][CH2:4]1.[C:12]([O:16][C:17](O[C:17]([O:16][C:12]([CH3:15])([CH3:14])[CH3:13])=[O:18])=[O:18])([CH3:15])([CH3:14])[CH3:13].C(=O)(O)[O-].[Na+].[OH-].[Na+]. (2) Given the product [Br:29][C:30]1[CH:35]=[CH:34][C:33]2[NH:36][C:14]([CH:11]3[CH2:10][CH2:9][NH:8][CH2:13][CH2:12]3)=[N:37][C:32]=2[CH:31]=1, predict the reactants needed to synthesize it. The reactants are: C(OC([N:8]1[CH2:13][CH2:12][CH:11]([C:14](O)=O)[CH2:10][CH2:9]1)=O)(C)(C)C.C1N=CN(C(N2C=NC=C2)=O)C=1.[Br:29][C:30]1[CH:31]=[C:32]([NH2:37])[C:33]([NH2:36])=[CH:34][CH:35]=1.